This data is from Forward reaction prediction with 1.9M reactions from USPTO patents (1976-2016). The task is: Predict the product of the given reaction. (1) Given the reactants C[Si]([N-][Si](C)(C)C)(C)C.[Li+].[Br-].[Br:12][C:13]1[CH:14]=[C:15]([CH:36]=[CH:37][C:38]=1[F:39])[CH2:16][P+](C1C=CC=CC=1)(C1C=CC=CC=1)C1C=CC=CC=1.[F:40][CH2:41][CH2:42][O:43][C:44]1[CH:52]=[CH:51][C:47]([C:48](Cl)=[O:49])=[CH:46][CH:45]=1.I([O-])(=O)(=O)=[O:54].[Na+], predict the reaction product. The product is: [Br:12][C:13]1[CH:14]=[C:15]([C:16](=[O:54])[C:48]([C:47]2[CH:51]=[CH:52][C:44]([O:43][CH2:42][CH2:41][F:40])=[CH:45][CH:46]=2)=[O:49])[CH:36]=[CH:37][C:38]=1[F:39]. (2) Given the reactants [Cl:1][C:2]1[CH:3]=[CH:4][CH:5]=[C:6]2[C:11]=1[N:10]=[N:9][C:8]([C:12]1[CH:17]=[CH:16][CH:15]=[CH:14][CH:13]=1)=[C:7]2[C:18]1[CH:19]=[C:20]([NH2:24])[CH:21]=[CH:22][CH:23]=1.[Br:25][C:26]1[CH:27]=[CH:28][C:29]([F:34])=[C:30]([CH:33]=1)[CH:31]=O, predict the reaction product. The product is: [Br:25][C:26]1[CH:27]=[CH:28][C:29]([F:34])=[C:30]([CH:33]=1)[CH2:31][NH:24][C:20]1[CH:21]=[CH:22][CH:23]=[C:18]([C:7]2[C:6]3[C:11](=[C:2]([Cl:1])[CH:3]=[CH:4][CH:5]=3)[N:10]=[N:9][C:8]=2[C:12]2[CH:13]=[CH:14][CH:15]=[CH:16][CH:17]=2)[CH:19]=1. (3) Given the reactants [Cl:1][C:2]1[CH:3]=[C:4]([CH:7]=[C:8]([O:10][C:11]2[C:16](=[O:17])[N:15]([CH2:18][C:19]3[N:20]=[N:21][C:22]([O:28]C)=[C:23]([CH:25]([OH:27])[CH3:26])[CH:24]=3)[CH:14]=[N:13][C:12]=2[C:30]([F:33])([F:32])[F:31])[CH:9]=1)[C:5]#[N:6].C[Si](Cl)(C)C, predict the reaction product. The product is: [Cl:1][C:2]1[CH:3]=[C:4]([CH:7]=[C:8]([O:10][C:11]2[C:16](=[O:17])[N:15]([CH2:18][C:19]3[CH:24]=[C:23]([CH:25]([OH:27])[CH3:26])[C:22](=[O:28])[NH:21][N:20]=3)[CH:14]=[N:13][C:12]=2[C:30]([F:32])([F:33])[F:31])[CH:9]=1)[C:5]#[N:6]. (4) Given the reactants [CH2:1]([N:5]1[C:13]2[C:8](=[N:9][C:10]([Cl:15])=[N:11][C:12]=2Cl)[N:7]([CH3:16])[C:6]1=[O:17])[C:2]#[C:3][CH3:4].[C:18]([O:22][C:23]([N:25]1[CH2:30][CH2:29][NH:28][CH2:27][CH2:26]1)=[O:24])([CH3:21])([CH3:20])[CH3:19].C(N(CC)CC)C.Cl, predict the reaction product. The product is: [C:18]([O:22][C:23]([N:25]1[CH2:30][CH2:29][N:28]([C:12]2[N:11]=[C:10]([Cl:15])[N:9]=[C:8]3[C:13]=2[N:5]([CH2:1][C:2]#[C:3][CH3:4])[C:6](=[O:17])[N:7]3[CH3:16])[CH2:27][CH2:26]1)=[O:24])([CH3:21])([CH3:19])[CH3:20].